Dataset: Reaction yield outcomes from USPTO patents with 853,638 reactions. Task: Predict the reaction yield, written as a fraction of the theoretical maximum amount of product (1.0 means a 100% yield; for example, 0.34 means a 34% yield). (1) The reactants are [C:1]([C:5]1[C:13]2[C:8](=[CH:9][C:10]([N+:14]([O-])=O)=[CH:11][CH:12]=2)[NH:7][CH:6]=1)([CH3:4])([CH3:3])[CH3:2]. The product is [C:1]([C:5]1[C:13]2[C:8](=[CH:9][C:10]([NH2:14])=[CH:11][CH:12]=2)[NH:7][CH:6]=1)([CH3:4])([CH3:2])[CH3:3]. The yield is 0.770. The catalyst is [Ni]. (2) The catalyst is O1CCOCC1.C(Cl)Cl. The product is [C:12]([C:10]1[CH:11]=[C:7]([NH:6][C:5]([NH:51][C@@H:44]2[C:45]3[C:50](=[CH:49][CH:48]=[CH:47][CH:46]=3)[C@H:41]([O:40][C:37]3[CH:38]=[CH:39][C:34]4[N:35]([C:31]([C:25]5[C:24]([Cl:23])=[CH:29][CH:28]=[CH:27][C:26]=5[Cl:30])=[N:32][N:33]=4)[CH:36]=3)[CH2:42][CH2:43]2)=[O:20])[N:8]([CH2:16][CH2:17][CH2:18][OH:19])[N:9]=1)([CH3:13])([CH3:14])[CH3:15]. The reactants are ClC(Cl)(Cl)CO[C:5](=[O:20])[NH:6][C:7]1[N:8]([CH2:16][CH2:17][CH2:18][OH:19])[N:9]=[C:10]([C:12]([CH3:15])([CH3:14])[CH3:13])[CH:11]=1.[Cl:23][C:24]1[CH:29]=[CH:28][CH:27]=[C:26]([Cl:30])[C:25]=1[C:31]1[N:35]2[CH:36]=[C:37]([O:40][C@H:41]3[C:50]4[C:45](=[CH:46][CH:47]=[CH:48][CH:49]=4)[C@@H:44]([NH2:51])[CH2:43][CH2:42]3)[CH:38]=[CH:39][C:34]2=[N:33][N:32]=1.CCN(C(C)C)C(C)C. The yield is 0.760.